This data is from Reaction yield outcomes from USPTO patents with 853,638 reactions. The task is: Predict the reaction yield, written as a fraction of the theoretical maximum amount of product (1.0 means a 100% yield; for example, 0.34 means a 34% yield). (1) The reactants are [O:1]1[C:5]2[CH:6]=[CH:7][C:8]([CH:10]([CH2:17][C:18]3[O:22][N:21]=[C:20]([CH2:23][CH2:24][CH2:25][CH2:26]OS(C4C=CC(C)=CC=4)(=O)=O)[N:19]=3)[CH2:11][C:12]([O:14][CH2:15][CH3:16])=[O:13])=[CH:9][C:4]=2[O:3][CH2:2]1.C(=O)([O-])[O-].[Cs+].[Cs+].[I-].[Na+].[NH:46]([C:54]([O:56][C:57]([CH3:60])([CH3:59])[CH3:58])=[O:55])[C:47]([O:49][C:50]([CH3:53])([CH3:52])[CH3:51])=[O:48]. The catalyst is C(OCC)(=O)C.O.CN(C=O)C. The product is [O:1]1[C:5]2[CH:6]=[CH:7][C:8]([CH:10]([CH2:17][C:18]3[O:22][N:21]=[C:20]([CH2:23][CH2:24][CH2:25][CH2:26][N:46]([C:47]([O:49][C:50]([CH3:51])([CH3:52])[CH3:53])=[O:48])[C:54]([O:56][C:57]([CH3:60])([CH3:59])[CH3:58])=[O:55])[N:19]=3)[CH2:11][C:12]([O:14][CH2:15][CH3:16])=[O:13])=[CH:9][C:4]=2[O:3][CH2:2]1. The yield is 0.860. (2) The reactants are [C:1]1([CH:7]2[CH2:12][CH2:11][CH2:10][CH2:9][C:8]2=[O:13])[CH:6]=[CH:5][CH:4]=[CH:3][CH:2]=1.[C:14](Cl)([N:16]=[C:17]=[O:18])=[O:15]. The catalyst is C(OCC)(=O)C. The product is [C:1]1([CH:7]2[C:8]3[O:13][C:17](=[O:18])[NH:16][C:14](=[O:15])[C:9]=3[CH2:10][CH2:11][CH2:12]2)[CH:6]=[CH:5][CH:4]=[CH:3][CH:2]=1.[C:1]1([C:7]23[CH2:12][CH2:11][CH2:10][CH:9]=[C:8]2[O:13][C:17](=[O:18])[NH:16][C:14]3=[O:15])[CH:6]=[CH:5][CH:4]=[CH:3][CH:2]=1. The yield is 0.196. (3) The reactants are CON(C)[C:4]([C:6]1[CH:7]=[N:8][N:9]2[CH2:14][CH2:13][CH2:12][O:11][C:10]=12)=[O:5].[CH3:16][Mg]Br.CCOCC. The catalyst is O1CCCC1. The product is [N:8]1[N:9]2[C:10]([O:11][CH2:12][CH2:13][CH2:14]2)=[C:6]([C:4](=[O:5])[CH3:16])[CH:7]=1. The yield is 0.820. (4) The reactants are [CH3:1][C:2]1[CH:7]=[CH:6][C:5]([S:8]([O:11][CH2:12][CH:13]2[CH2:17][C:16]3[CH:18]=[C:19]([Cl:30])[CH:20]=[C:21](OS(C(F)(F)F)(=O)=O)[C:15]=3[O:14]2)(=[O:10])=[O:9])=[CH:4][CH:3]=1.[C:31]1(B(O)O)[CH:36]=[CH:35][CH:34]=[CH:33][CH:32]=1.C(=O)([O-])[O-].[K+].[K+]. The catalyst is C1C=CC([PH+]([C]2[CH][CH][CH][CH]2)C2C=CC=CC=2)=CC=1.C1C=CC([PH+]([C]2[CH][CH][CH][CH]2)C2C=CC=CC=2)=CC=1.C(Cl)Cl.Cl[Pd]Cl.[Fe].CO. The product is [CH3:1][C:2]1[CH:3]=[CH:4][C:5]([S:8]([O:11][CH2:12][CH:13]2[CH2:17][C:16]3[CH:18]=[C:19]([Cl:30])[CH:20]=[C:21]([C:31]4[CH:36]=[CH:35][CH:34]=[CH:33][CH:32]=4)[C:15]=3[O:14]2)(=[O:10])=[O:9])=[CH:6][CH:7]=1. The yield is 0.470.